Dataset: Full USPTO retrosynthesis dataset with 1.9M reactions from patents (1976-2016). Task: Predict the reactants needed to synthesize the given product. (1) Given the product [CH2:13]([N:9]1[C:10]2[C:6](=[CH:5][C:4]([N+:1]([O-:3])=[O:2])=[CH:12][CH:11]=2)[CH2:7][CH2:8]1)[C:14]1[CH:19]=[CH:18][CH:17]=[CH:16][CH:15]=1, predict the reactants needed to synthesize it. The reactants are: [N+:1]([C:4]1[CH:5]=[C:6]2[C:10](=[CH:11][CH:12]=1)[NH:9][CH2:8][CH2:7]2)([O-:3])=[O:2].[CH2:13](Br)[C:14]1[CH:19]=[CH:18][CH:17]=[CH:16][CH:15]=1.C(=O)([O-])[O-].[K+].[K+].O. (2) Given the product [C:10]([C:14]1[CH:15]=[C:16]([C:27]2[CH:26]=[CH:25][CH:24]=[C:32]3[C:28]=2[CH:29]=[CH:30][CH2:31]3)[CH:17]=[CH:18][CH:19]=1)([CH3:13])([CH3:12])[CH3:11], predict the reactants needed to synthesize it. The reactants are: P([O-])([O-])([O-])=O.[K+].[K+].[K+].O.[C:10]([C:14]1[CH:15]=[C:16](B(O)O)[CH:17]=[CH:18][CH:19]=1)([CH3:13])([CH3:12])[CH3:11].Br[C:24]1[CH:25]=[CH:26][CH:27]=[C:28]2[C:32]=1[CH2:31][CH:30]=[CH:29]2. (3) Given the product [C:1]([C:5]1[CH:10]=[CH:9][C:8]([C:11]2[CH:12]=[CH:13][CH:14]=[C:15]3[C:19]=2[CH:18]=[C:17]([CH2:21][CH:22]2[CH2:23][CH2:24][CH2:25][CH2:26][CH2:27]2)[CH2:16]3)=[CH:7][CH:6]=1)([CH3:4])([CH3:2])[CH3:3], predict the reactants needed to synthesize it. The reactants are: [C:1]([C:5]1[CH:10]=[CH:9][C:8]([C:11]2[CH:12]=[CH:13][CH:14]=[C:15]3[C:19]=2[C:18](=O)[CH:17]([CH2:21][CH:22]2[CH2:27][CH2:26][CH2:25][CH2:24][CH2:23]2)[CH2:16]3)=[CH:7][CH:6]=1)([CH3:4])([CH3:3])[CH3:2].[BH4-].[Na+].CO.S(=O)(=O)(O)O. (4) Given the product [Cl:1][C:2]1[C:3]([NH:22][C:23](=[O:25])[CH3:24])=[CH:4][C:5]2[N:9]=[C:8]([CH2:10][CH3:11])[N:7]([C:12]3[CH:13]=[CH:14][C:15]([CH2:18][CH2:19][Cl:20])=[CH:16][CH:17]=3)[C:6]=2[CH:21]=1, predict the reactants needed to synthesize it. The reactants are: [Cl:1][C:2]1[C:3]([NH2:22])=[CH:4][C:5]2[N:9]=[C:8]([CH2:10][CH3:11])[N:7]([C:12]3[CH:17]=[CH:16][C:15]([CH2:18][CH2:19][Cl:20])=[CH:14][CH:13]=3)[C:6]=2[CH:21]=1.[C:23](Cl)(=[O:25])[CH3:24].O. (5) The reactants are: S(Cl)(Cl)=O.[NH2:5][C:6]1[CH:7]=[C:8]2[C:13](=[CH:14][CH:15]=1)[CH:12]([C:16]([OH:18])=[O:17])[CH2:11][CH2:10][CH2:9]2.[CH3:19]O. Given the product [NH2:5][C:6]1[CH:7]=[C:8]2[C:13](=[CH:14][CH:15]=1)[CH:12]([C:16]([O:18][CH3:19])=[O:17])[CH2:11][CH2:10][CH2:9]2, predict the reactants needed to synthesize it. (6) Given the product [CH3:27][N:28]([CH3:33])[CH2:29][CH2:30][CH2:31][C:8]1([C:5]2[CH:6]=[CH:7][C:2]([F:1])=[CH:3][CH:4]=2)[C:16]2[C:11](=[CH:12][C:13]([C:17]#[N:18])=[CH:14][CH:15]=2)[CH2:10][O:9]1, predict the reactants needed to synthesize it. The reactants are: [F:1][C:2]1[CH:7]=[CH:6][C:5]([CH:8]2[C:16]3[C:11](=[CH:12][C:13]([C:17]#[N:18])=[CH:14][CH:15]=3)[CH2:10][O:9]2)=[CH:4][CH:3]=1.CN(C)CCN(C)C.[CH3:27][N:28]([CH3:33])[CH2:29][CH2:30][CH2:31]Cl.[H-].[Na+].